This data is from Peptide-MHC class I binding affinity with 185,985 pairs from IEDB/IMGT. The task is: Regression. Given a peptide amino acid sequence and an MHC pseudo amino acid sequence, predict their binding affinity value. This is MHC class I binding data. (1) The peptide sequence is AEMVAKYDL. The MHC is HLA-A24:03 with pseudo-sequence HLA-A24:03. The binding affinity (normalized) is 0.0847. (2) The peptide sequence is NLAEDIMRL. The MHC is HLA-A02:01 with pseudo-sequence HLA-A02:01. The binding affinity (normalized) is 0.997. (3) The peptide sequence is RLAKLTEAI. The MHC is HLA-B15:01 with pseudo-sequence HLA-B15:01. The binding affinity (normalized) is 0.00370. (4) The peptide sequence is ERILSTYLGR. The MHC is HLA-B54:01 with pseudo-sequence HLA-B54:01. The binding affinity (normalized) is 0. (5) The peptide sequence is EAAAATCAL. The MHC is HLA-A02:03 with pseudo-sequence HLA-A02:03. The binding affinity (normalized) is 0.335. (6) The peptide sequence is KEFNGPAML. The MHC is HLA-B48:01 with pseudo-sequence HLA-B48:01. The binding affinity (normalized) is 0.438. (7) The peptide sequence is AVFDRKSDAK. The MHC is HLA-A33:01 with pseudo-sequence HLA-A33:01. The binding affinity (normalized) is 0. (8) The peptide sequence is HVLSLVFGK. The MHC is HLA-A26:01 with pseudo-sequence HLA-A26:01. The binding affinity (normalized) is 0.213.